This data is from NCI-60 drug combinations with 297,098 pairs across 59 cell lines. The task is: Regression. Given two drug SMILES strings and cell line genomic features, predict the synergy score measuring deviation from expected non-interaction effect. (1) Drug 1: C1=NC2=C(N=C(N=C2N1C3C(C(C(O3)CO)O)O)F)N. Drug 2: C(CCl)NC(=O)N(CCCl)N=O. Cell line: HS 578T. Synergy scores: CSS=13.0, Synergy_ZIP=2.35, Synergy_Bliss=5.95, Synergy_Loewe=2.31, Synergy_HSA=2.96. (2) Drug 1: C1CCC(CC1)NC(=O)N(CCCl)N=O. Drug 2: CC1=C(C(=O)C2=C(C1=O)N3CC4C(C3(C2COC(=O)N)OC)N4)N. Cell line: SNB-75. Synergy scores: CSS=44.6, Synergy_ZIP=-2.18, Synergy_Bliss=0.285, Synergy_Loewe=-24.9, Synergy_HSA=3.23. (3) Drug 1: CC1=C(C=C(C=C1)NC2=NC=CC(=N2)N(C)C3=CC4=NN(C(=C4C=C3)C)C)S(=O)(=O)N.Cl. Drug 2: CC1=C(C=C(C=C1)NC(=O)C2=CC=C(C=C2)CN3CCN(CC3)C)NC4=NC=CC(=N4)C5=CN=CC=C5. Cell line: EKVX. Synergy scores: CSS=-6.86, Synergy_ZIP=-0.0593, Synergy_Bliss=-7.29, Synergy_Loewe=-8.27, Synergy_HSA=-8.06.